This data is from Forward reaction prediction with 1.9M reactions from USPTO patents (1976-2016). The task is: Predict the product of the given reaction. (1) Given the reactants [Cl:1][C:2]1[CH:3]=[C:4]2[C:9](=[CH:10][C:11]=1[O:12][C:13]1[CH:18]=[CH:17][C:16]([C:19](=[O:34])[NH:20][CH:21]3[CH2:26][CH2:25][CH:24]([C:27]4[CH:32]=[CH:31][C:30]([Cl:33])=[CH:29][CH:28]=4)[CH2:23][CH2:22]3)=[CH:15][CH:14]=1)[O:8][CH2:7][CH2:6][CH:5]2[C:35]([O:37]CC)=[O:36].[OH-].[Na+], predict the reaction product. The product is: [Cl:1][C:2]1[CH:3]=[C:4]2[C:9](=[CH:10][C:11]=1[O:12][C:13]1[CH:14]=[CH:15][C:16]([C:19](=[O:34])[NH:20][CH:21]3[CH2:22][CH2:23][CH:24]([C:27]4[CH:28]=[CH:29][C:30]([Cl:33])=[CH:31][CH:32]=4)[CH2:25][CH2:26]3)=[CH:17][CH:18]=1)[O:8][CH2:7][CH2:6][CH:5]2[C:35]([OH:37])=[O:36]. (2) Given the reactants [CH3:1][C:2]1[N:6]([CH:7]([CH3:9])[CH3:8])[C:5]([C:10]2[CH:15]=[CH:14][N:13]=[C:12]([NH:16][CH:17]3[CH2:22]CN(S(CCCN4CCCC4)(=O)=O)[CH2:19][CH2:18]3)[N:11]=2)=[CH:4][N:3]=1.N[C@H]1CCC[N:37]([C:41]([O:43][C:44]([CH3:47])([CH3:46])[CH3:45])=[O:42])[CH2:36]1, predict the reaction product. The product is: [CH3:1][C:2]1[N:6]([CH:7]([CH3:8])[CH3:9])[C:5]([C:10]2[CH:15]=[CH:14][N:13]=[C:12]([NH:16][C@H:17]3[CH2:18][CH2:19][CH2:36][N:37]([C:41]([O:43][C:44]([CH3:47])([CH3:46])[CH3:45])=[O:42])[CH2:22]3)[N:11]=2)=[CH:4][N:3]=1. (3) Given the reactants Cl[C:2]1[C:11]2[C:6](=[CH:7][C:8]([O:13][CH3:14])=[C:9]([CH3:12])[CH:10]=2)[CH:5]=[CH:4][N:3]=1.[C:15]1([OH:21])[CH:20]=[CH:19][CH:18]=[CH:17][CH:16]=1.[OH-].[K+].[OH-].[Na+], predict the reaction product. The product is: [CH3:14][O:13][C:8]1[CH:7]=[C:6]2[C:11](=[CH:10][C:9]=1[CH3:12])[C:2]([O:21][C:15]1[CH:20]=[CH:19][CH:18]=[CH:17][CH:16]=1)=[N:3][CH:4]=[CH:5]2. (4) Given the reactants [C:1]([OH:7])([C:3]([F:6])([F:5])[F:4])=[O:2].C(OC(=O)[NH:14][C@@H:15]([CH:43]([CH3:45])[CH3:44])[C:16]([NH:18][NH:19][C:20](=[O:42])/[CH:21]=[CH:22]\[N:23]1[CH:27]=[N:26][C:25]([C:28]2[CH:33]=[C:32]([C:34]([F:37])([F:36])[F:35])[CH:31]=[C:30]([C:38]([F:41])([F:40])[F:39])[CH:29]=2)=[N:24]1)=[O:17])(C)(C)C, predict the reaction product. The product is: [F:4][C:3]([F:6])([F:5])[C:1]([OH:7])=[O:2].[NH2:14][C@@H:15]([CH:43]([CH3:45])[CH3:44])[C:16]([NH:18][NH:19][C:20](=[O:42])/[CH:21]=[CH:22]\[N:23]1[CH:27]=[N:26][C:25]([C:28]2[CH:29]=[C:30]([C:38]([F:40])([F:41])[F:39])[CH:31]=[C:32]([C:34]([F:36])([F:35])[F:37])[CH:33]=2)=[N:24]1)=[O:17]. (5) Given the reactants [F:1][C:2]1[CH:3]=[C:4]([C:9]2[CH:14]=[CH:13][C:12](=[O:15])[N:11]([CH2:16][C:17]3[CH:18]=[C:19]4[C:23](=[CH:24][CH:25]=3)[NH:22][N:21]=[C:20]4[C:26]3[N:27]=[N:28][N:29]([C:31]4[CH:39]=[CH:38][C:34]([C:35](O)=[O:36])=[CH:33][CH:32]=4)[CH:30]=3)[N:10]=2)[CH:5]=[C:6]([F:8])[CH:7]=1.C(N1C=CN=C1)(N1C=CN=C1)=O.[NH:52]1[CH2:57][CH2:56][O:55][CH2:54][CH2:53]1.Cl, predict the reaction product. The product is: [F:1][C:2]1[CH:3]=[C:4]([C:9]2[CH:14]=[CH:13][C:12](=[O:15])[N:11]([CH2:16][C:17]3[CH:18]=[C:19]4[C:23](=[CH:24][CH:25]=3)[NH:22][N:21]=[C:20]4[C:26]3[N:27]=[N:28][N:29]([C:31]4[CH:39]=[CH:38][C:34]([C:35]([N:52]5[CH2:57][CH2:56][O:55][CH2:54][CH2:53]5)=[O:36])=[CH:33][CH:32]=4)[CH:30]=3)[N:10]=2)[CH:5]=[C:6]([F:8])[CH:7]=1. (6) Given the reactants Cl[C:2]1[NH:6][C:5]2[CH:7]=[CH:8][CH:9]=[CH:10][C:4]=2[N:3]=1, predict the reaction product. The product is: [NH:3]1[C:4]2[CH:10]=[CH:9][CH:8]=[CH:7][C:5]=2[N:6]=[C:2]1[NH:3][CH2:4][CH2:5][NH2:6]. (7) Given the reactants [NH:1]1[C:9]2[C:4](=[CH:5][CH:6]=[CH:7][CH:8]=2)[CH:3]=[C:2]1[C:10]([O:12][CH2:13][CH3:14])=[O:11].[C:15]([O-])([O-])=O.[K+].[K+].S(OC)(OC)(=O)=O, predict the reaction product. The product is: [CH3:15][N:1]1[C:9]2[C:4](=[CH:5][CH:6]=[CH:7][CH:8]=2)[CH:3]=[C:2]1[C:10]([O:12][CH2:13][CH3:14])=[O:11].